Dataset: Full USPTO retrosynthesis dataset with 1.9M reactions from patents (1976-2016). Task: Predict the reactants needed to synthesize the given product. Given the product [C:34]([O:38][C:39]([N:41]1[CH2:45][CH2:44]/[C:43](=[CH:25]/[C:22]2[N:21]=[C:20]([C:14]3[CH:15]=[CH:16][CH:17]=[CH:18][CH:19]=3)[O:24][N:23]=2)/[CH2:42]1)=[O:40])([CH3:37])([CH3:35])[CH3:36], predict the reactants needed to synthesize it. The reactants are: BrCC1C=C(C2OC=CC=2)N(C)N=1.[C:14]1([C:20]2[O:24][N:23]=[C:22]([CH2:25]P(=O)(OCC)OCC)[N:21]=2)[CH:19]=[CH:18][CH:17]=[CH:16][CH:15]=1.[C:34]([O:38][C:39]([N:41]1[CH2:45][CH2:44][C:43](=O)[CH2:42]1)=[O:40])([CH3:37])([CH3:36])[CH3:35].